This data is from Reaction yield outcomes from USPTO patents with 853,638 reactions. The task is: Predict the reaction yield, written as a fraction of the theoretical maximum amount of product (1.0 means a 100% yield; for example, 0.34 means a 34% yield). The reactants are [F:1][C:2]1[CH:3]=[C:4]([CH:6]=[CH:7][C:8]=1[F:9])[NH2:5].[Cl:10][CH2:11][C:12](Cl)=[O:13]. The catalyst is O1CCOCC1. The product is [Cl:10][CH2:11][C:12]([NH:5][C:4]1[CH:6]=[CH:7][C:8]([F:9])=[C:2]([F:1])[CH:3]=1)=[O:13]. The yield is 0.915.